From a dataset of Catalyst prediction with 721,799 reactions and 888 catalyst types from USPTO. Predict which catalyst facilitates the given reaction. (1) Reactant: [CH2:1]([O:3][C:4](=[O:17])[CH2:5][NH:6][CH2:7][CH2:8][NH:9]C(OC(C)(C)C)=O)[CH3:2].Cl. Product: [CH2:1]([O:3][C:4](=[O:17])[CH2:5][NH:6][CH2:7][CH2:8][NH2:9])[CH3:2]. The catalyst class is: 12. (2) Reactant: [Br:1][C:2]1[CH:9]=[CH:8][C:5]([C:6]#[N:7])=[C:4]([O:10][C:11]2[CH:16]=[CH:15][CH:14]=[C:13]([CH:17]=O)[C:12]=2[O:19][CH3:20])[CH:3]=1.CN.[C:23]([BH3-])#[N:24].[Na+].[C:27]([OH:34])(=[O:33])/[CH:28]=[CH:29]/[C:30]([OH:32])=[O:31]. Product: [C:27]([OH:34])(=[O:33])/[CH:28]=[CH:29]/[C:30]([OH:32])=[O:31].[Br:1][C:2]1[CH:9]=[CH:8][C:5]([C:6]#[N:7])=[C:4]([O:10][C:11]2[CH:16]=[CH:15][CH:14]=[C:13]([CH2:17][NH:24][CH3:23])[C:12]=2[O:19][CH3:20])[CH:3]=1. The catalyst class is: 404. (3) Reactant: [CH3:1][N:2]([CH2:9][CH2:10][O:11][C:12]1[CH:25]=[CH:24][C:15]([CH2:16][CH:17]2[S:21][C:20](=[O:22])[NH:19][C:18]2=[O:23])=[CH:14][CH:13]=1)[C:3]1[CH:8]=[CH:7][CH:6]=[CH:5][N:4]=1.[N+:26]([O-:29])([OH:28])=[O:27]. Product: [N+:26]([O-:29])([OH:28])=[O:27].[CH3:1][N:2]([CH2:9][CH2:10][O:11][C:12]1[CH:25]=[CH:24][C:15]([CH2:16][CH:17]2[S:21][C:20](=[O:22])[NH:19][C:18]2=[O:23])=[CH:14][CH:13]=1)[C:3]1[CH:8]=[CH:7][CH:6]=[CH:5][N:4]=1. The catalyst class is: 13. (4) Reactant: [CH3:1][O:2][C:3](=[O:12])[CH2:4][C:5](=[O:11])[CH2:6][C:7]([O:9][CH3:10])=[O:8].C(N(CC)CC)C.C(NC1C=CC(S([N:33]=[N+:34]=[N-])(=O)=O)=CC=1)(=O)C. Product: [CH3:10][O:9][C:7](=[O:8])[C:6](=[N+:33]=[N-:34])[C:5](=[O:11])[CH2:4][C:3]([O:2][CH3:1])=[O:12]. The catalyst class is: 10.